From a dataset of Forward reaction prediction with 1.9M reactions from USPTO patents (1976-2016). Predict the product of the given reaction. (1) Given the reactants [H-].[Na+].[C:3]([O:7][C:8]([N:10]1[CH2:15][CH2:14][N:13]([C:16]2[CH:21]=[C:20]([NH:22][S:23]([C:26]3[CH:31]=[CH:30][CH:29]=[C:28]([O:32][CH:33]([F:35])[F:34])[CH:27]=3)(=[O:25])=[O:24])[CH:19]=[CH:18][C:17]=2[O:36][CH3:37])[CH2:12][CH2:11]1)=[O:9])([CH3:6])([CH3:5])[CH3:4].[CH3:38]I, predict the reaction product. The product is: [C:3]([O:7][C:8]([N:10]1[CH2:15][CH2:14][N:13]([C:16]2[CH:21]=[C:20]([N:22]([S:23]([C:26]3[CH:31]=[CH:30][CH:29]=[C:28]([O:32][CH:33]([F:34])[F:35])[CH:27]=3)(=[O:25])=[O:24])[CH3:38])[CH:19]=[CH:18][C:17]=2[O:36][CH3:37])[CH2:12][CH2:11]1)=[O:9])([CH3:6])([CH3:5])[CH3:4]. (2) Given the reactants Cl[C:2]1[C:11]2[C:6](=[C:7]([F:13])[CH:8]=[C:9]([F:12])[CH:10]=2)[N:5]=[CH:4][CH:3]=1.[CH3:14][N:15](C=O)C, predict the reaction product. The product is: [F:12][C:9]1[CH:10]=[C:11]2[C:6](=[C:7]([F:13])[CH:8]=1)[N:5]=[CH:4][CH:3]=[C:2]2[C:14]#[N:15]. (3) Given the reactants [CH2:1]([N:8]1[C:13](=[O:14])[C:12]2[C:15]([CH3:18])=[N:16][S:17][C:11]=2[N:10]=[C:9]1[CH:19]([N:22]([C:31](=[O:39])[C:32]1[CH:37]=[CH:36][C:35]([CH3:38])=[CH:34][CH:33]=1)[CH2:23][CH2:24][CH2:25]OS(C)(=O)=O)[CH2:20][CH3:21])[C:2]1[CH:7]=[CH:6][CH:5]=[CH:4][CH:3]=1.C(=O)([O-])[O-].[K+].[K+].[NH:46]1[CH2:49][CH2:48][CH2:47]1, predict the reaction product. The product is: [N:46]1([CH2:25][CH2:24][CH2:23][N:22]([CH:19]([C:9]2[N:8]([CH2:1][C:2]3[CH:7]=[CH:6][CH:5]=[CH:4][CH:3]=3)[C:13](=[O:14])[C:12]3[C:15]([CH3:18])=[N:16][S:17][C:11]=3[N:10]=2)[CH2:20][CH3:21])[C:31](=[O:39])[C:32]2[CH:37]=[CH:36][C:35]([CH3:38])=[CH:34][CH:33]=2)[CH2:49][CH2:48][CH2:47]1. (4) Given the reactants I([O-])(=O)(=O)=O.[Na+].C[OH:8].[CH3:9][C:10]1[CH:15]=[CH:14][C:13]([S:16][CH2:17][C:18]#[CH:19])=[CH:12][CH:11]=1, predict the reaction product. The product is: [CH3:9][C:10]1[CH:15]=[CH:14][C:13]([S:16]([CH2:17][C:18]#[CH:19])=[O:8])=[CH:12][CH:11]=1. (5) Given the reactants [OH:1][NH:2][C:3](N)=[O:4].N12CCCCC1C=NCCC2.[CH3:17][O:18][C:19]([C:21]#[C:22]C(OC)=O)=[O:20].Cl, predict the reaction product. The product is: [CH3:17][O:18][C:19]([C:21]1[O:1][NH:2][C:3](=[O:4])[CH:22]=1)=[O:20]. (6) Given the reactants [O:1]=[C:2]([C:6]1[CH:11]=[CH:10][CH:9]=[CH:8][CH:7]=1)[CH2:3][C:4]#[N:5].[S:12]1CC(O)S[CH2:14][CH:13]1O.C(NCC)C, predict the reaction product. The product is: [NH2:5][C:4]1[S:12][CH:13]=[CH:14][C:3]=1[C:2]([C:6]1[CH:11]=[CH:10][CH:9]=[CH:8][CH:7]=1)=[O:1]. (7) Given the reactants [CH2:1]([C:4]1[C:12]([N:13]([CH2:20][CH3:21])[CH:14]2[CH2:19][CH2:18][O:17][CH2:16][CH2:15]2)=[CH:11][CH:10]=[CH:9][C:5]=1[C:6]([OH:8])=O)[CH:2]=[CH2:3].[NH2:22][CH2:23][C:24]1[C:25]([O:37][CH3:38])=[N:26][C:27]([CH3:36])=[CH:28][C:29]=1[CH2:30][CH:31]([CH:34]=[CH2:35])[CH2:32][OH:33].C(Cl)CCl.C1C=NC2N(O)N=NC=2C=1.CN1CCOCC1, predict the reaction product. The product is: [CH2:1]([C:4]1[C:12]([N:13]([CH2:20][CH3:21])[CH:14]2[CH2:19][CH2:18][O:17][CH2:16][CH2:15]2)=[CH:11][CH:10]=[CH:9][C:5]=1[C:6]([NH:22][CH2:23][C:24]1[C:25]([O:37][CH3:38])=[N:26][C:27]([CH3:36])=[CH:28][C:29]=1[CH2:30][CH:31]([CH2:32][OH:33])[CH:34]=[CH2:35])=[O:8])[CH:2]=[CH2:3].